From a dataset of Catalyst prediction with 721,799 reactions and 888 catalyst types from USPTO. Predict which catalyst facilitates the given reaction. (1) Reactant: Cl[C:2]1[CH:7]=[C:6]([C:8]2[C:9]([Cl:14])=[N:10][CH:11]=[CH:12][CH:13]=2)[N:5]=[CH:4][N:3]=1.Cl.[CH3:16][NH2:17].C([O-])([O-])=O.[K+].[K+].CS(C)=O. Product: [Cl:14][C:9]1[C:8]([C:6]2[N:5]=[CH:4][N:3]=[C:2]([NH:17][CH3:16])[CH:7]=2)=[CH:13][CH:12]=[CH:11][N:10]=1. The catalyst class is: 6. (2) Reactant: [CH:1](=O)[C:2]1[C:3](=[CH:5][CH:6]=[CH:7][CH:8]=1)[OH:4].[Cl:10][C:11]1[CH:24]=[CH:23][C:14]([CH2:15][S:16]([CH2:19][C:20](O)=[O:21])(=[O:18])=[O:17])=[CH:13][CH:12]=1. Product: [Cl:10][C:11]1[CH:24]=[CH:23][C:14]([CH2:15][S:16]([C:19]2[C:20](=[O:21])[O:4][C:3]3[C:2]([CH:1]=2)=[CH:8][CH:7]=[CH:6][CH:5]=3)(=[O:17])=[O:18])=[CH:13][CH:12]=1. The catalyst class is: 15. (3) Reactant: [N:1]([CH2:4][CH2:5][P:6](=[O:13])([O:10]CC)[O:7]CC)=[N+:2]=[N-:3].C[Si](C)(C)Br. Product: [N:1]([CH2:4][CH2:5][P:6](=[O:7])([OH:13])[OH:10])=[N+:2]=[N-:3]. The catalyst class is: 3.